Dataset: Catalyst prediction with 721,799 reactions and 888 catalyst types from USPTO. Task: Predict which catalyst facilitates the given reaction. (1) Reactant: [NH2:1][C:2]1[C:7]([N+:8]([O-:10])=[O:9])=[C:6]([N:11]2[CH2:16][CH2:15][N:14](CC(NC3SC=CN=3)=O)[CH2:13][CH2:12]2)[C:5]([Br:26])=[CH:4][N:3]=1.BrC1C(Cl)=C([N+]([O-])=O)C(N)=NC=1.[CH3:39][S:40](N1CCNCC1)(=[O:42])=[O:41]. Product: [Br:26][C:5]1[C:6]([N:11]2[CH2:12][CH2:13][N:14]([S:40]([CH3:39])(=[O:42])=[O:41])[CH2:15][CH2:16]2)=[C:7]([N+:8]([O-:10])=[O:9])[C:2]([NH2:1])=[N:3][CH:4]=1. The catalyst class is: 32. (2) Reactant: [Cl:1][C:2]1[CH:7]=[CH:6][C:5]([C:8]2[CH:12]=[C:11]([OH:13])[N:10]([C:14]3[CH:19]=[C:18]([C:20]#N)[CH:17]=[CH:16][N:15]=3)[N:9]=2)=[CH:4][CH:3]=1.[OH-:22].[Na+].Cl.[OH2:25]. Product: [Cl:1][C:2]1[CH:7]=[CH:6][C:5]([C:8]2[CH:12]=[C:11]([OH:13])[N:10]([C:14]3[CH:19]=[C:18]([C:20]([OH:25])=[O:22])[CH:17]=[CH:16][N:15]=3)[N:9]=2)=[CH:4][CH:3]=1. The catalyst class is: 14. (3) Reactant: [CH2:1]([O:3][CH:4]([O:7][CH2:8][CH3:9])[CH2:5][NH2:6])[CH3:2].[C:10]([O:14][C:15](=[O:22])[NH:16][CH2:17][CH2:18][N:19]=[C:20]=[O:21])([CH3:13])([CH3:12])[CH3:11]. Product: [C:10]([O:14][C:15](=[O:22])[NH:16][CH2:17][CH2:18][NH:19][C:20]([NH:6][CH2:5][CH:4]([O:7][CH2:8][CH3:9])[O:3][CH2:1][CH3:2])=[O:21])([CH3:13])([CH3:11])[CH3:12]. The catalyst class is: 11. (4) Reactant: [C:1]([C:5]1[CH:6]=[C:7]([NH:16][C:17]([C:19]2[N:20]([CH3:43])[C:21]3[C:26]([CH:27]=2)=[CH:25][CH:24]=[CH:23][C:22]=3[CH2:28][N:29]2[CH2:34][CH2:33][N:32]([C:35]([CH:37]3[CH2:41][CH2:40][CH2:39][N:38]3[CH3:42])=[O:36])[CH2:31][CH2:30]2)=[O:18])[C:8]([O:14][CH3:15])=[C:9]([CH:13]=1)[C:10](O)=[O:11])([CH3:4])([CH3:3])[CH3:2].[N:44]1(OC(N(C)C)=[N+](C)C)[C:48]2[CH:49]=[CH:50][CH:50]=[CH:49][C:48]=2[N:44]=N1.F[B-](F)(F)F.C(N(CC)C(C)C)(C)C.C1(N)CC1. Product: [C:1]([C:5]1[CH:13]=[C:9]([C:10](=[O:11])[NH:44][CH:48]2[CH2:49][CH2:50]2)[C:8]([O:14][CH3:15])=[C:7]([NH:16][C:17]([C:19]2[N:20]([CH3:43])[C:21]3[C:26]([CH:27]=2)=[CH:25][CH:24]=[CH:23][C:22]=3[CH2:28][N:29]2[CH2:34][CH2:33][N:32]([C:35]([C@@H:37]3[CH2:41][CH2:40][CH2:39][N:38]3[CH3:42])=[O:36])[CH2:31][CH2:30]2)=[O:18])[CH:6]=1)([CH3:3])([CH3:2])[CH3:4]. The catalyst class is: 9.